This data is from Reaction yield outcomes from USPTO patents with 853,638 reactions. The task is: Predict the reaction yield, written as a fraction of the theoretical maximum amount of product (1.0 means a 100% yield; for example, 0.34 means a 34% yield). The reactants are COC1C=CC(P2(=S)SP(=S)(C3C=CC(OC)=CC=3)[S:10]2)=CC=1.[C:23]([C:27]1[CH:67]=[CH:66][C:30]([C:31]([NH:33][C@@H:34]([CH2:39][C:40]2[CH:45]=[CH:44][C:43]([C:46]([NH:48][NH:49][C:50](=O)[C:51]3[CH:56]=[CH:55][C:54]([O:57][CH2:58][CH2:59][CH2:60][CH2:61][CH2:62][CH2:63][CH3:64])=[CH:53][CH:52]=3)=O)=[CH:42][CH:41]=2)[C:35]([O:37][CH3:38])=[O:36])=[O:32])=[CH:29][CH:28]=1)([CH3:26])([CH3:25])[CH3:24]. The catalyst is C1COCC1. The product is [C:23]([C:27]1[CH:67]=[CH:66][C:30]([C:31]([NH:33][C@@H:34]([CH2:39][C:40]2[CH:45]=[CH:44][C:43]([C:46]3[S:10][C:50]([C:51]4[CH:56]=[CH:55][C:54]([O:57][CH2:58][CH2:59][CH2:60][CH2:61][CH2:62][CH2:63][CH3:64])=[CH:53][CH:52]=4)=[N:49][N:48]=3)=[CH:42][CH:41]=2)[C:35]([O:37][CH3:38])=[O:36])=[O:32])=[CH:29][CH:28]=1)([CH3:26])([CH3:25])[CH3:24]. The yield is 0.290.